From a dataset of Reaction yield outcomes from USPTO patents with 853,638 reactions. Predict the reaction yield, written as a fraction of the theoretical maximum amount of product (1.0 means a 100% yield; for example, 0.34 means a 34% yield). (1) The yield is 0.920. The reactants are C([O:8][C:9]1[CH:10]=[C:11]([C:23]2([C:26]#[N:27])[CH2:25][CH2:24]2)[CH:12]=[CH:13][C:14]=1[O:15]CC1C=CC=CC=1)C1C=CC=CC=1. The product is [OH:8][C:9]1[CH:10]=[C:11]([C:23]2([C:26]#[N:27])[CH2:24][CH2:25]2)[CH:12]=[CH:13][C:14]=1[OH:15]. The catalyst is CO.[Pd]. (2) The reactants are [CH:1]([S:4][C:5]1[CH:13]=[CH:12][C:11]([S:14]([CH3:17])(=[O:16])=[O:15])=[CH:10][C:6]=1[C:7]([OH:9])=O)([CH3:3])[CH3:2].Cl.[F:19][C:20]([F:33])([F:32])[C:21]1[S:25][C:24]([N:26]2[CH2:31][CH2:30][NH:29][CH2:28][CH2:27]2)=[N:23][CH:22]=1. No catalyst specified. The product is [CH:1]([S:4][C:5]1[CH:13]=[CH:12][C:11]([S:14]([CH3:17])(=[O:16])=[O:15])=[CH:10][C:6]=1[C:7]([N:29]1[CH2:30][CH2:31][N:26]([C:24]2[S:25][C:21]([C:20]([F:33])([F:19])[F:32])=[CH:22][N:23]=2)[CH2:27][CH2:28]1)=[O:9])([CH3:2])[CH3:3]. The yield is 0.500. (3) The reactants are Br[C:2]1[CH:3]=[CH:4][C:5]2[C:11]3[N:12]=[C:13]([N:15]4[C:19]([CH3:21])([CH3:20])[CH2:18][O:17][C:16]4=[O:22])[S:14][C:10]=3[CH2:9][CH2:8][O:7][C:6]=2[CH:23]=1.[CH3:24][C:25]([OH:42])([CH3:41])[CH2:26][N:27]1[CH:31]=[C:30](B2OC(C)(C)C(C)(C)O2)[CH:29]=[N:28]1. No catalyst specified. The product is [OH:42][C:25]([CH3:41])([CH3:24])[CH2:26][N:27]1[CH:31]=[C:30]([C:2]2[CH:3]=[CH:4][C:5]3[C:11]4[N:12]=[C:13]([N:15]5[C:19]([CH3:20])([CH3:21])[CH2:18][O:17][C:16]5=[O:22])[S:14][C:10]=4[CH2:9][CH2:8][O:7][C:6]=3[CH:23]=2)[CH:29]=[N:28]1. The yield is 0.220. (4) The catalyst is CN(C=O)C. The product is [C:55]1([C:49]2[CH:54]=[CH:53][CH:52]=[CH:51][CH:50]=2)[CH:62]=[CH:61][CH:60]=[C:57]([CH2:58][NH:59][C:13](=[O:15])[CH2:12][CH:4]2[C:5](=[O:11])[O:6][C:7]([CH3:9])([CH3:10])[CH2:8][N:3]2[CH2:1][CH3:2])[CH:56]=1. The yield is 0.580. The reactants are [CH2:1]([N:3]1[CH2:8][C:7]([CH3:10])([CH3:9])[O:6][C:5](=[O:11])[CH:4]1[CH2:12][C:13]([OH:15])=O)[CH3:2].C(N(C(C)C)CC)(C)C.CN(C(ON1N=NC2C=CC=NC1=2)=[N+](C)C)C.F[P-](F)(F)(F)(F)F.[C:49]1([C:55]2[CH:56]=[C:57]([CH:60]=[CH:61][CH:62]=2)[CH2:58][NH2:59])[CH:54]=[CH:53][CH:52]=[CH:51][CH:50]=1.